This data is from Full USPTO retrosynthesis dataset with 1.9M reactions from patents (1976-2016). The task is: Predict the reactants needed to synthesize the given product. (1) Given the product [C:16]([C:6]1[CH:7]=[CH:2][N:3]=[C:4]([NH2:8])[C:5]=1[NH2:11])(=[O:21])[C:17]([CH3:20])([CH3:19])[CH3:18], predict the reactants needed to synthesize it. The reactants are: N[C:2]1[CH:7]=[CH:6][CH:5]=[C:4]([NH2:8])[N:3]=1.C([N:11](CC)CC)C.[C:16](Cl)(=[O:21])[C:17]([CH3:20])([CH3:19])[CH3:18]. (2) The reactants are: [F:1][C:2]1[CH:40]=[CH:39][C:5]([CH2:6][NH:7][CH2:8][C:9]2[CH:10]=[C:11]3[C:15](=[CH:16][C:17]=2[NH2:18])[N:14]([C:19]([C:32]2[CH:37]=[CH:36][CH:35]=[CH:34][CH:33]=2)([C:26]2[CH:31]=[CH:30][CH:29]=[CH:28][CH:27]=2)[C:20]2[CH:25]=[CH:24][CH:23]=[CH:22][CH:21]=2)[N:13]=[C:12]3[Br:38])=[CH:4][CH:3]=1.CCN(CC)CC.C1N=CN([C:53](N2C=NC=C2)=[O:54])C=1. Given the product [F:1][C:2]1[CH:3]=[CH:4][C:5]([CH2:6][N:7]2[CH2:8][C:9]3[C:17](=[CH:16][C:15]4[N:14]([C:19]([C:20]5[CH:25]=[CH:24][CH:23]=[CH:22][CH:21]=5)([C:26]5[CH:31]=[CH:30][CH:29]=[CH:28][CH:27]=5)[C:32]5[CH:33]=[CH:34][CH:35]=[CH:36][CH:37]=5)[N:13]=[C:12]([Br:38])[C:11]=4[CH:10]=3)[NH:18][C:53]2=[O:54])=[CH:39][CH:40]=1, predict the reactants needed to synthesize it. (3) Given the product [CH2:1]([O:4][C:5]1[CH:6]=[CH:7][C:8]([S:12][CH3:19])=[C:9]([O:16][CH3:13])[CH:10]=1)[CH:2]=[CH2:3], predict the reactants needed to synthesize it. The reactants are: [CH2:1]([O:4][C:5]1[CH:6]=[CH:7][C:8]([SH:12])=[C:9](O)[CH:10]=1)[CH:2]=[CH2:3].[C:13](=[O:16])([O-])[O-].[K+].[K+].[CH3:19]I. (4) The reactants are: [F:1][C:2]1[C:3]2[N:4]([CH:20]=[N:21][CH:22]=2)[C:5]([NH:11][C:12]2[CH:17]=[CH:16][C:15]([I:18])=[CH:14][C:13]=2[F:19])=[C:6]([C:8]([OH:10])=O)[CH:7]=1.[CH3:23][C:24]1([CH3:32])[O:28][C@H:27]([CH2:29]NO)[CH2:26][O:25]1.CCN=C=NCCCN(C)C.C1C=CC2[N:52]([OH:53])N=NC=2C=1.CCN(C(C)C)C(C)C. Given the product [CH3:32][C:24]1([CH3:23])[O:28][C@@H:27]([CH2:29][O:53][NH:52][C:8]([C:6]2[CH:7]=[C:2]([F:1])[C:3]3[N:4]([CH:20]=[N:21][CH:22]=3)[C:5]=2[NH:11][C:12]2[CH:17]=[CH:16][C:15]([I:18])=[CH:14][C:13]=2[F:19])=[O:10])[CH2:26][O:25]1, predict the reactants needed to synthesize it. (5) Given the product [Cl:1][C:2]1[CH:10]=[CH:9][C:8]([CH2:19][CH2:18][CH:17]=[O:20])=[CH:7][C:3]=1[C:4]([OH:6])=[O:5], predict the reactants needed to synthesize it. The reactants are: [Cl:1][C:2]1[CH:10]=[CH:9][C:8](I)=[CH:7][C:3]=1[C:4]([OH:6])=[O:5].C(=O)([O-])O.[Na+].[CH2:17]([OH:20])[CH:18]=[CH2:19].Cl.